Task: Predict the product of the given reaction.. Dataset: Forward reaction prediction with 1.9M reactions from USPTO patents (1976-2016) (1) Given the reactants [Br:1][C:2]1[CH:7]=[CH:6][C:5]([NH:8][C:9]([CH3:13])([C:11]#[CH:12])[CH3:10])=[CH:4][CH:3]=1.C1(C)C=CC=CC=1.O, predict the reaction product. The product is: [Br:1][C:2]1[CH:7]=[C:6]2[C:5](=[CH:4][CH:3]=1)[NH:8][C:9]([CH3:13])([CH3:10])[CH:11]=[CH:12]2. (2) Given the reactants [OH:1][C:2]1[CH:7]=[CH:6][C:5]([N:8]2[CH2:13][CH2:12][N:11]([C:14]([O:16][C:17]([CH3:20])([CH3:19])[CH3:18])=[O:15])[CH2:10][C:9]2=[O:21])=[CH:4][CH:3]=1.C(=O)([O-])[O-].[K+].[K+].Br[CH2:29][CH2:30][CH2:31][Cl:32].BrCCCOC1C=CC(N2CCN(C(OC(C)(C)C)=O)CC2=O)=CC=1, predict the reaction product. The product is: [Cl:32][CH2:31][CH2:30][CH2:29][O:1][C:2]1[CH:7]=[CH:6][C:5]([N:8]2[CH2:13][CH2:12][N:11]([C:14]([O:16][C:17]([CH3:18])([CH3:20])[CH3:19])=[O:15])[CH2:10][C:9]2=[O:21])=[CH:4][CH:3]=1. (3) Given the reactants C1C2C(=CC=CC=2)[C@H](N)[C@@H]1O.[N+:12]([C:15]1[CH:16]=[C:17]([C:21](=[O:23])[CH3:22])[CH:18]=[CH:19][CH:20]=1)([O-:14])=[O:13], predict the reaction product. The product is: [N+:12]([C:15]1[CH:16]=[C:17]([C@H:21]([OH:23])[CH3:22])[CH:18]=[CH:19][CH:20]=1)([O-:14])=[O:13]. (4) The product is: [C:3]([O:6][C:7]1[CH:12]=[CH:11][C:10]([CH2:13][CH2:14][C:15]2[CH:27]=[C:26]3[C:18]([C:19]4[C:24](=[CH:25]3)[C:23](=[O:1])[C:22]([O:28][CH2:29][CH2:30][CH2:31][CH2:32][CH3:33])=[CH:21][CH:20]=4)=[CH:17][CH:16]=2)=[CH:9][CH:8]=1)(=[O:5])[CH3:4]. Given the reactants [O:1]=O.[C:3]([O:6][C:7]1[CH:12]=[CH:11][C:10]([CH2:13][CH2:14][C:15]2[CH:27]=[C:26]3[C:18]([C:19]4[CH:20]=[CH:21][C:22]([O:28][CH2:29][CH2:30][CH2:31][CH2:32][CH3:33])=[CH:23][C:24]=4[CH2:25]3)=[CH:17][CH:16]=2)=[CH:9][CH:8]=1)(=[O:5])[CH3:4].[OH-].[K+].Cl, predict the reaction product. (5) Given the reactants Br[C:2]1[C:3]([O:24][CH3:25])=[C:4]([C:10](=[O:23])[CH2:11][C:12]2[C:17]([C:18]([F:21])([F:20])[F:19])=[CH:16][CH:15]=[CH:14][C:13]=2[F:22])[C:5]([O:8][CH3:9])=[CH:6][CH:7]=1.[S:26]1[CH:30]=[CH:29][CH:28]=[C:27]1B(O)O, predict the reaction product. The product is: [CH3:25][O:24][C:3]1[C:2]([C:27]2[S:26][CH:30]=[CH:29][CH:28]=2)=[CH:7][CH:6]=[C:5]([O:8][CH3:9])[C:4]=1[C:10](=[O:23])[CH2:11][C:12]1[C:17]([C:18]([F:21])([F:20])[F:19])=[CH:16][CH:15]=[CH:14][C:13]=1[F:22]. (6) Given the reactants [Cl:1][C:2]1[CH:25]=[CH:24][C:5]([CH2:6][N:7]2[C:15]3[C:10](=[CH:11][C:12](/[CH:16]=[C:17]4/[C:18](=[O:23])[NH:19][C:20](=[O:22])[S:21]/4)=[CH:13][CH:14]=3)[CH:9]=[N:8]2)=[C:4]([C:26]([F:29])([F:28])[F:27])[CH:3]=1.O[CH2:31][C@@H:32]1[CH2:36][CH2:35][CH2:34][N:33]1[CH3:37], predict the reaction product. The product is: [Cl:1][C:2]1[CH:25]=[CH:24][C:5]([CH2:6][N:7]2[C:15]3[C:10](=[CH:11][C:12](/[CH:16]=[C:17]4/[C:18](=[O:23])[N:19]([CH2:31][C@@H:32]5[CH2:36][CH2:35][CH2:34][N:33]5[CH3:37])[C:20](=[O:22])[S:21]/4)=[CH:13][CH:14]=3)[CH:9]=[N:8]2)=[C:4]([C:26]([F:27])([F:29])[F:28])[CH:3]=1. (7) Given the reactants [CH:1]1([O:5][C:6]([N:8]2[CH2:13][CH2:12][N:11](C(OCC3C=CC=CC=3)=O)[CH2:10][CH2:9]2)=[O:7])[CH2:4][CH2:3][CH2:2]1, predict the reaction product. The product is: [CH:1]1([O:5][C:6]([N:8]2[CH2:13][CH2:12][NH:11][CH2:10][CH2:9]2)=[O:7])[CH2:4][CH2:3][CH2:2]1.